This data is from Merck oncology drug combination screen with 23,052 pairs across 39 cell lines. The task is: Regression. Given two drug SMILES strings and cell line genomic features, predict the synergy score measuring deviation from expected non-interaction effect. (1) Drug 1: CCC1(O)CC2CN(CCc3c([nH]c4ccccc34)C(C(=O)OC)(c3cc4c(cc3OC)N(C)C3C(O)(C(=O)OC)C(OC(C)=O)C5(CC)C=CCN6CCC43C65)C2)C1. Drug 2: Cn1c(=O)n(-c2ccc(C(C)(C)C#N)cc2)c2c3cc(-c4cnc5ccccc5c4)ccc3ncc21. Cell line: DLD1. Synergy scores: synergy=19.9. (2) Drug 1: CC(C)CC(NC(=O)C(Cc1ccccc1)NC(=O)c1cnccn1)B(O)O. Drug 2: CCc1cnn2c(NCc3ccc[n+]([O-])c3)cc(N3CCCCC3CCO)nc12. Cell line: KPL1. Synergy scores: synergy=-3.16. (3) Drug 1: C#Cc1cccc(Nc2ncnc3cc(OCCOC)c(OCCOC)cc23)c1. Cell line: PA1. Synergy scores: synergy=28.8. Drug 2: Cn1c(=O)n(-c2ccc(C(C)(C)C#N)cc2)c2c3cc(-c4cnc5ccccc5c4)ccc3ncc21. (4) Drug 1: N#Cc1ccc(Cn2cncc2CN2CCN(c3cccc(Cl)c3)C(=O)C2)cc1. Drug 2: CCC1(O)C(=O)OCc2c1cc1n(c2=O)Cc2cc3c(CN(C)C)c(O)ccc3nc2-1. Cell line: CAOV3. Synergy scores: synergy=7.04. (5) Drug 1: N#Cc1ccc(Cn2cncc2CN2CCN(c3cccc(Cl)c3)C(=O)C2)cc1. Drug 2: COC1=C2CC(C)CC(OC)C(O)C(C)C=C(C)C(OC(N)=O)C(OC)C=CC=C(C)C(=O)NC(=CC1=O)C2=O. Cell line: CAOV3. Synergy scores: synergy=22.8. (6) Drug 1: CS(=O)(=O)CCNCc1ccc(-c2ccc3ncnc(Nc4ccc(OCc5cccc(F)c5)c(Cl)c4)c3c2)o1. Drug 2: CC1(c2nc3c(C(N)=O)cccc3[nH]2)CCCN1. Synergy scores: synergy=7.10. Cell line: UWB1289. (7) Drug 1: CCC1=CC2CN(C1)Cc1c([nH]c3ccccc13)C(C(=O)OC)(c1cc3c(cc1OC)N(C)C1C(O)(C(=O)OC)C(OC(C)=O)C4(CC)C=CCN5CCC31C54)C2. Drug 2: CCN(CC)CCNC(=O)c1c(C)[nH]c(C=C2C(=O)Nc3ccc(F)cc32)c1C. Cell line: HT144. Synergy scores: synergy=9.68. (8) Drug 1: O=C(O)C1(Cc2cccc(Nc3nccs3)n2)CCC(Oc2cccc(Cl)c2F)CC1. Drug 2: CC1(c2nc3c(C(N)=O)cccc3[nH]2)CCCN1. Cell line: UWB1289. Synergy scores: synergy=8.03.